This data is from Forward reaction prediction with 1.9M reactions from USPTO patents (1976-2016). The task is: Predict the product of the given reaction. (1) Given the reactants [NH2:1][C:2]1[O:6][CH:5]([C:7]2[CH:12]=[CH:11][C:10]([F:13])=[CH:9][CH:8]=2)[C:4](=[O:14])[C:3]=1[OH:15].C(N(CC)CC)C.[C:23]1([CH2:29][S:30](Cl)(=[O:32])=[O:31])[CH:28]=[CH:27][CH:26]=[CH:25][CH:24]=1.[Cl-].[NH4+], predict the reaction product. The product is: [F:13][C:10]1[CH:9]=[CH:8][C:7]([CH:5]2[C:4](=[O:14])[C:3]([O:15][S:30]([CH2:29][C:23]3[CH:28]=[CH:27][CH:26]=[CH:25][CH:24]=3)(=[O:32])=[O:31])=[C:2]([NH2:1])[O:6]2)=[CH:12][CH:11]=1. (2) Given the reactants Br[C:2]1[CH:11]=[C:10]2[C:5]([N:6]=[CH:7][C:8](=[O:12])[NH:9]2)=[CH:4][CH:3]=1.[CH3:13][S-:14].[Na+], predict the reaction product. The product is: [CH3:13][S:14][C:2]1[CH:11]=[C:10]2[C:5]([N:6]=[CH:7][C:8](=[O:12])[NH:9]2)=[CH:4][CH:3]=1. (3) The product is: [CH3:23][O:22][C:4]1[CH:3]=[C:2]([C:24]2[CH:29]=[CH:28][CH:27]=[CH:26][CH:25]=2)[CH:7]=[CH:6][C:5]=1[CH2:8][N:9]1[CH2:14][CH2:13][N:12]([C:15]([O:17][C:18]([CH3:21])([CH3:20])[CH3:19])=[O:16])[CH2:11][CH2:10]1. Given the reactants Br[C:2]1[CH:7]=[CH:6][C:5]([CH2:8][N:9]2[CH2:14][CH2:13][N:12]([C:15]([O:17][C:18]([CH3:21])([CH3:20])[CH3:19])=[O:16])[CH2:11][CH2:10]2)=[C:4]([O:22][CH3:23])[CH:3]=1.[C:24]1(B(O)O)[CH:29]=[CH:28][CH:27]=[CH:26][CH:25]=1.C(=O)([O-])[O-].[K+].[K+].O1CCOCC1, predict the reaction product. (4) Given the reactants Cl[C:2]1[N:7]=[CH:6][C:5]([C:8]2[CH:13]=[CH:12][N:11]=[C:10]([NH:14][C:15]3[CH:16]=[C:17]([NH:22][C:23](=[O:34])[C:24]4[CH:29]=[CH:28][CH:27]=[C:26]([C:30]([F:33])([F:32])[F:31])[CH:25]=4)[CH:18]=[CH:19][C:20]=3[CH3:21])[N:9]=2)=[CH:4][CH:3]=1.[CH2:35]([N:37]([CH2:42][CH3:43])[CH2:38][CH2:39][CH2:40][NH2:41])[CH3:36], predict the reaction product. The product is: [CH2:35]([N:37]([CH2:42][CH3:43])[CH2:38][CH2:39][CH2:40][NH:41][C:2]1[N:7]=[CH:6][C:5]([C:8]2[CH:13]=[CH:12][N:11]=[C:10]([NH:14][C:15]3[CH:16]=[C:17]([NH:22][C:23](=[O:34])[C:24]4[CH:29]=[CH:28][CH:27]=[C:26]([C:30]([F:33])([F:31])[F:32])[CH:25]=4)[CH:18]=[CH:19][C:20]=3[CH3:21])[N:9]=2)=[CH:4][CH:3]=1)[CH3:36]. (5) Given the reactants C([O:3][C:4](=[O:27])[CH2:5][N:6]1[C:11]([Cl:12])=[CH:10][N:9]=[C:8]([NH:13][C@H:14]([CH2:22][N:23]([CH3:25])[CH3:24])[CH2:15][C:16]2[CH:21]=[CH:20][CH:19]=[CH:18][CH:17]=2)[C:7]1=[O:26])C.[Li+].[OH-].Cl, predict the reaction product. The product is: [Cl:12][C:11]1[N:6]([CH2:5][C:4]([OH:27])=[O:3])[C:7](=[O:26])[C:8]([NH:13][C@H:14]([CH2:22][N:23]([CH3:24])[CH3:25])[CH2:15][C:16]2[CH:21]=[CH:20][CH:19]=[CH:18][CH:17]=2)=[N:9][CH:10]=1. (6) The product is: [F:27][C:23]1[CH:22]=[C:21]([CH:26]=[CH:25][CH:24]=1)[CH2:20][O:19][C:17]1[CH:16]=[CH:15][C:14]([S:28][C:29]2[CH:34]=[CH:33][C:32]([OH:35])=[CH:31][CH:30]=2)=[C:13]([NH:12][C:2]2[C:11]3[C:6](=[N:7][CH:8]=[CH:9][CH:10]=3)[N:5]=[CH:4][CH:3]=2)[CH:18]=1. Given the reactants Cl[C:2]1[C:11]2[C:6](=[N:7][CH:8]=[CH:9][CH:10]=2)[N:5]=[CH:4][CH:3]=1.[NH2:12][C:13]1[CH:18]=[C:17]([O:19][CH2:20][C:21]2[CH:26]=[CH:25][CH:24]=[C:23]([F:27])[CH:22]=2)[CH:16]=[CH:15][C:14]=1[S:28][C:29]1[CH:34]=[CH:33][C:32]([OH:35])=[CH:31][CH:30]=1, predict the reaction product.